From a dataset of Full USPTO retrosynthesis dataset with 1.9M reactions from patents (1976-2016). Predict the reactants needed to synthesize the given product. (1) Given the product [Cl:35][C:30]1[CH:31]=[CH:32][CH:33]=[CH:34][C:29]=1[C:24]1[C:23]([OH:36])=[C:22]([CH:19]=[CH:20][CH3:21])[CH:27]=[CH:26][C:25]=1[F:28], predict the reactants needed to synthesize it. The reactants are: ClC1C=CC=CC=1C1C(O)=C(C=CC)C=CC=1Cl.[CH2:19]([C:22]1[CH:27]=[CH:26][C:25]([F:28])=[C:24]([C:29]2[CH:34]=[CH:33][CH:32]=[CH:31][C:30]=2[Cl:35])[C:23]=1[OH:36])[CH:20]=[CH2:21]. (2) The reactants are: [C:1]([O:5][CH:6]([C:11]1[N:16]([CH3:17])[C:15](=[O:18])[C:14]2[NH:19][CH:20]=[CH:21][C:13]=2[C:12]=1[C:22]1[C:23]([CH3:32])=[C:24]2[C:29](=[CH:30][CH:31]=1)[O:28][CH2:27][CH2:26][CH2:25]2)[C:7]([O:9]C)=[O:8])([CH3:4])([CH3:3])[CH3:2].Br[CH2:34][CH:35]1[CH2:40][CH2:39][CH2:38][CH2:37][CH2:36]1. Given the product [C:1]([O:5][CH:6]([C:11]1[N:16]([CH3:17])[C:15](=[O:18])[C:14]2[N:19]([CH2:34][CH:35]3[CH2:40][CH2:39][CH2:38][CH2:37][CH2:36]3)[CH:20]=[CH:21][C:13]=2[C:12]=1[C:22]1[C:23]([CH3:32])=[C:24]2[C:29](=[CH:30][CH:31]=1)[O:28][CH2:27][CH2:26][CH2:25]2)[C:7]([OH:9])=[O:8])([CH3:4])([CH3:3])[CH3:2], predict the reactants needed to synthesize it. (3) Given the product [F:45][C:44]([F:47])([F:46])[S:41]([O:21][C:18]1[CH:19]=[CH:20][C:15]([N:14]([C:22]2[C:27]3[S:28][C:29]4[CH:34]=[CH:33][CH:32]=[CH:31][C:30]=4[C:26]=3[CH:25]=[CH:24][CH:23]=2)[C:4]2[C:5]3[S:6][C:7]4[CH:13]=[CH:12][CH:11]=[CH:10][C:8]=4[C:9]=3[CH:1]=[CH:2][CH:3]=2)=[CH:16][CH:17]=1)(=[O:43])=[O:42], predict the reactants needed to synthesize it. The reactants are: [CH:1]1[C:9]2[C:8]3[CH:10]=[CH:11][CH:12]=[CH:13][C:7]=3[S:6][C:5]=2[C:4]([N:14]([C:22]2[C:27]3[S:28][C:29]4[CH:34]=[CH:33][CH:32]=[CH:31][C:30]=4[C:26]=3[CH:25]=[CH:24][CH:23]=2)[C:15]2[CH:20]=[CH:19][C:18]([OH:21])=[CH:17][CH:16]=2)=[CH:3][CH:2]=1.N1C=CC=CC=1.[S:41](O[S:41]([C:44]([F:47])([F:46])[F:45])(=[O:43])=[O:42])([C:44]([F:47])([F:46])[F:45])(=[O:43])=[O:42].